This data is from Full USPTO retrosynthesis dataset with 1.9M reactions from patents (1976-2016). The task is: Predict the reactants needed to synthesize the given product. (1) Given the product [CH2:27]([N:29]([CH2:25][CH2:24][CH2:23][C:22]#[C:21][C:3]1[CH:4]=[C:5]2[C:9](=[CH:10][C:2]=1[F:1])[N:8]([S:11]([C:14]1[CH:19]=[CH:18][C:17]([CH3:20])=[CH:16][CH:15]=1)(=[O:13])=[O:12])[CH2:7][CH2:6]2)[CH2:30][CH2:31][OH:32])[CH3:28], predict the reactants needed to synthesize it. The reactants are: [F:1][C:2]1[CH:10]=[C:9]2[C:5]([CH2:6][CH2:7][N:8]2[S:11]([C:14]2[CH:19]=[CH:18][C:17]([CH3:20])=[CH:16][CH:15]=2)(=[O:13])=[O:12])=[CH:4][C:3]=1[C:21]#[C:22][CH2:23][CH2:24][CH2:25]O.[CH2:27]([NH:29][CH2:30][CH2:31][OH:32])[CH3:28]. (2) Given the product [C:1]([O:5][C:6](=[O:18])[N:7]([C:9]1[CH:14]=[CH:13][C:12]([C:15]([CH:21]2[CH:20]([CH3:19])[CH2:32][C:24]3[N:25]=[C:26]([NH:28][C:29](=[O:31])[CH3:30])[S:27][C:23]=3[C:22]2=[O:33])=[O:16])=[CH:11][N:10]=1)[CH3:8])([CH3:4])([CH3:3])[CH3:2], predict the reactants needed to synthesize it. The reactants are: [C:1]([O:5][C:6](=[O:18])[N:7]([C:9]1[CH:14]=[CH:13][C:12]([C:15](Cl)=[O:16])=[CH:11][N:10]=1)[CH3:8])([CH3:4])([CH3:3])[CH3:2].[CH3:19][CH:20]1[CH2:32][C:24]2[N:25]=[C:26]([NH:28][C:29](=[O:31])[CH3:30])[S:27][C:23]=2[C:22](=[O:33])[CH2:21]1. (3) The reactants are: [C:1]([O:4][C@@H:5]1[O:17][C@H:16]([CH2:18]Cl)[C@@H:11]([O:12][C:13](=[O:15])[CH3:14])[C@H:6]1[O:7][C:8](=[O:10])[CH3:9])(=[O:3])[CH3:2].C([O-])([O-])=O.[Na+].[Na+].[H][H]. Given the product [C:1]([O:4][C@@H:5]1[O:17][C@H:16]([CH3:18])[C@@H:11]([O:12][C:13](=[O:15])[CH3:14])[C@H:6]1[O:7][C:8](=[O:10])[CH3:9])(=[O:3])[CH3:2], predict the reactants needed to synthesize it. (4) Given the product [CH2:29]([NH:31][C:11]([C:9]1[CH:8]=[CH:7][C:6]2[N:2]([CH3:1])[C:3]([NH:14][C:15]3[S:16][C:17]4[CH:23]=[C:22]([O:24][C:25]([F:27])([F:26])[F:28])[CH:21]=[CH:20][C:18]=4[N:19]=3)=[N:4][C:5]=2[CH:10]=1)=[O:12])[CH3:30], predict the reactants needed to synthesize it. The reactants are: [CH3:1][N:2]1[C:6]2[CH:7]=[CH:8][C:9]([C:11](O)=[O:12])=[CH:10][C:5]=2[N:4]=[C:3]1[NH:14][C:15]1[S:16][C:17]2[CH:23]=[C:22]([O:24][C:25]([F:28])([F:27])[F:26])[CH:21]=[CH:20][C:18]=2[N:19]=1.[CH2:29]([NH2:31])[CH3:30].C1C=CC(P(N=[N+]=[N-])(C2C=CC=CC=2)=O)=CC=1.CCN(C(C)C)C(C)C. (5) Given the product [C:1]([Si:5]([CH3:17])([CH3:16])[N:6]1[C:14]2[C:9](=[C:10]([B:26]([OH:31])[OH:27])[C:11]([F:15])=[CH:12][CH:13]=2)[CH:8]=[CH:7]1)([CH3:4])([CH3:3])[CH3:2], predict the reactants needed to synthesize it. The reactants are: [C:1]([Si:5]([CH3:17])([CH3:16])[N:6]1[C:14]2[C:9](=[CH:10][C:11]([F:15])=[CH:12][CH:13]=2)[CH:8]=[CH:7]1)([CH3:4])([CH3:3])[CH3:2].CN(C)CCN(C)C.[B:26](OC(C)C)([O:31]C(C)C)[O:27]C(C)C.Cl. (6) The reactants are: [Cl-].O[NH3+:3].[C:4](=[O:7])([O-])[OH:5].[Na+].CS(C)=O.[N:13]1([CH:19]2[CH2:24][CH2:23][CH:22]([N:25]3[C:30](=[O:31])[C:29]([CH2:32][C:33]4[CH:38]=[CH:37][C:36]([C:39]5[C:40]([C:45]#[N:46])=[CH:41][CH:42]=[CH:43][CH:44]=5)=[CH:35][CH:34]=4)=[C:28]([CH2:47][CH2:48][CH3:49])[N:27]4[N:50]=[CH:51][N:52]=[C:26]34)[CH2:21][CH2:20]2)[CH2:18][CH2:17][O:16][CH2:15][CH2:14]1. Given the product [N:13]1([CH:19]2[CH2:24][CH2:23][CH:22]([N:25]3[C:30](=[O:31])[C:29]([CH2:32][C:33]4[CH:38]=[CH:37][C:36]([C:39]5[CH:44]=[CH:43][CH:42]=[CH:41][C:40]=5[C:45]5[NH:3][C:4](=[O:7])[O:5][N:46]=5)=[CH:35][CH:34]=4)=[C:28]([CH2:47][CH2:48][CH3:49])[N:27]4[N:50]=[CH:51][N:52]=[C:26]34)[CH2:21][CH2:20]2)[CH2:18][CH2:17][O:16][CH2:15][CH2:14]1, predict the reactants needed to synthesize it. (7) Given the product [C:1]([O:5][C:6]([N:8]1[CH2:13][CH2:12][N:11]([C:21]([Cl:20])=[O:23])[CH2:10][CH2:9]1)=[O:7])([CH3:4])([CH3:2])[CH3:3], predict the reactants needed to synthesize it. The reactants are: [C:1]([O:5][C:6]([N:8]1[CH2:13][CH2:12][NH:11][CH2:10][CH2:9]1)=[O:7])([CH3:4])([CH3:3])[CH3:2].N1C=CC=CC=1.[Cl:20][C:21](Cl)([O:23]C(=O)OC(Cl)(Cl)Cl)Cl.